Dataset: Reaction yield outcomes from USPTO patents with 853,638 reactions. Task: Predict the reaction yield, written as a fraction of the theoretical maximum amount of product (1.0 means a 100% yield; for example, 0.34 means a 34% yield). (1) The reactants are [NH2:1][CH2:2][CH2:3][CH2:4][OH:5].[N+:6]([O-:9])([OH:8])=[O:7]. The catalyst is C(OC(=O)C)(=O)C. The product is [N+:6]([O-:9])([OH:8])=[O:7].[N+:6]([O:5][CH2:4][CH2:3][CH2:2][NH2:1])([O-:8])=[O:7]. The yield is 0.800. (2) The reactants are [NH2:1][C:2]1[CH:3]=[CH:4][C:5]([C:8]([OH:10])=[O:9])=[N:6][CH:7]=1.S(=O)(=O)(O)O.C([O-])([O-])=O.[Na+].[Na+].[CH2:22](O)[CH3:23]. No catalyst specified. The product is [CH2:22]([O:9][C:8]([C:5]1[CH:4]=[CH:3][C:2]([NH2:1])=[CH:7][N:6]=1)=[O:10])[CH3:23]. The yield is 0.890.